From a dataset of Full USPTO retrosynthesis dataset with 1.9M reactions from patents (1976-2016). Predict the reactants needed to synthesize the given product. (1) Given the product [CH2:1]([O:8][C:9]1[CH:10]=[CH:11][C:12]2[CH:24]=[C:17]([C:18]([O:20][CH2:21][CH3:22])=[O:19])[CH2:16][CH2:15][O:14][C:13]=2[CH:23]=1)[C:2]1[CH:3]=[CH:4][CH:5]=[CH:6][CH:7]=1, predict the reactants needed to synthesize it. The reactants are: [CH2:1]([O:8][C:9]1[CH:10]=[CH:11][C:12]([CH:24]=O)=[C:13]([CH:23]=1)[O:14][CH2:15][CH2:16][CH2:17][C:18]([O:20][CH2:21][CH3:22])=[O:19])[C:2]1[CH:7]=[CH:6][CH:5]=[CH:4][CH:3]=1.CC(C)([O-])C.[K+].Cl. (2) Given the product [CH3:3][O:4][C:5]1[CH:10]=[C:9]([CH3:11])[C:8]([S:12]([N:15]2[CH2:20][CH2:19][N:18]3[C:21]([CH3:24])=[CH:22][CH:23]=[C:17]3[CH:16]2[CH2:25][O:26][CH2:27][C:28]([OH:30])=[O:29])(=[O:14])=[O:13])=[C:7]([CH3:35])[CH:6]=1, predict the reactants needed to synthesize it. The reactants are: [OH-].[K+].[CH3:3][O:4][C:5]1[CH:10]=[C:9]([CH3:11])[C:8]([S:12]([N:15]2[CH2:20][CH2:19][N:18]3[C:21]([CH3:24])=[CH:22][CH:23]=[C:17]3[CH:16]2[CH2:25][O:26][CH2:27][C:28]([O:30]C(C)(C)C)=[O:29])(=[O:14])=[O:13])=[C:7]([CH3:35])[CH:6]=1. (3) Given the product [OH:17][C:18]1[CH:25]=[CH:24][CH:23]=[C:22]([O:16][CH2:15][C@@H:14]2[CH2:13][CH2:12][O:11][CH2:10][C@@H:9]2[C:8]2[N:4]([CH:1]([CH3:3])[CH3:2])[N:5]=[CH:6][CH:7]=2)[C:19]=1[CH:20]=[O:21], predict the reactants needed to synthesize it. The reactants are: [CH:1]([N:4]1[C:8]([C@@H:9]2[C@H:14]([CH2:15][OH:16])[CH2:13][CH2:12][O:11][CH2:10]2)=[CH:7][CH:6]=[N:5]1)([CH3:3])[CH3:2].[OH:17][C:18]1[CH:25]=[CH:24][CH:23]=[C:22](O)[C:19]=1[CH:20]=[O:21].C1C=CC(P(C2C=CC=CC=2)C2C=CC=CC=2)=CC=1.CC(OC(/N=N/C(OC(C)C)=O)=O)C. (4) Given the product [Cl:15][C:16]1[CH:17]=[CH:18][C:19]([CH:22]([C:24]2[CH:25]=[CH:26][CH:27]=[CH:28][CH:29]=2)[O:1][C:2]2[CH:11]=[CH:10][C:9]([N+:12]([O-:14])=[O:13])=[CH:8][C:3]=2[C:4]([O:6][CH3:7])=[O:5])=[CH:20][CH:21]=1, predict the reactants needed to synthesize it. The reactants are: [OH:1][C:2]1[CH:11]=[CH:10][C:9]([N+:12]([O-:14])=[O:13])=[CH:8][C:3]=1[C:4]([O:6][CH3:7])=[O:5].[Cl:15][C:16]1[CH:21]=[CH:20][C:19]([CH:22]([C:24]2[CH:29]=[CH:28][CH:27]=[CH:26][CH:25]=2)O)=[CH:18][CH:17]=1.C1(C)C=CC=CC=1.C1(P(C2C=CC=CC=2)C2C=CC=CC=2)C=CC=CC=1. (5) Given the product [CH2:1]([N:8]1[C:12]([C:13]2[CH:14]=[CH:15][CH:16]=[CH:17][CH:18]=2)=[CH:11][C:10]([C:19]([CH3:23])([CH3:22])[CH2:20][NH2:21])=[N:9]1)[C:2]1[CH:3]=[CH:4][CH:5]=[CH:6][CH:7]=1, predict the reactants needed to synthesize it. The reactants are: [CH2:1]([N:8]1[C:12]([C:13]2[CH:18]=[CH:17][CH:16]=[CH:15][CH:14]=2)=[CH:11][C:10]([C:19]([CH3:23])([CH3:22])[C:20]#[N:21])=[N:9]1)[C:2]1[CH:7]=[CH:6][CH:5]=[CH:4][CH:3]=1.B.O1CCCC1.O.S([O-])([O-])(=O)=O.[Na+].[Na+].